From a dataset of Catalyst prediction with 721,799 reactions and 888 catalyst types from USPTO. Predict which catalyst facilitates the given reaction. (1) Reactant: Br[CH2:2][C:3]1[C:12]2[C:7](=[CH:8][CH:9]=[C:10]([C:13]3[CH:18]=[CH:17][CH:16]=[CH:15][C:14]=3[O:19][CH3:20])[CH:11]=2)[NH:6][C:5]([CH3:22])([CH3:21])[CH:4]=1.C(=O)([O-])[O-].[K+].[K+].[NH2:29][C:30]1[CH:35]=[CH:34][CH:33]=[CH:32][CH:31]=1. Product: [CH3:20][O:19][C:14]1[CH:15]=[CH:16][CH:17]=[CH:18][C:13]=1[C:10]1[CH:11]=[C:12]2[C:7](=[CH:8][CH:9]=1)[NH:6][C:5]([CH3:22])([CH3:21])[CH:4]=[C:3]2[CH2:2][NH:29][C:30]1[CH:35]=[CH:34][CH:33]=[CH:32][CH:31]=1. The catalyst class is: 16. (2) Reactant: Cl[C:2]1[N:7]=[C:6](Cl)[N:5]=[C:4]([NH:9][C:10]2[C:15]([Br:16])=[CH:14][C:13]([CH3:17])=[CH:12][C:11]=2[Br:18])[N:3]=1.[NH2:19][C:20]1[CH:27]=[CH:26][C:23]([C:24]#[N:25])=[CH:22][CH:21]=1.C([N:31](CC)C(C)C)(C)C.[OH-].[Na+]. Product: [NH2:31][C:6]1[N:5]=[C:4]([NH:9][C:10]2[C:15]([Br:16])=[CH:14][C:13]([CH3:17])=[CH:12][C:11]=2[Br:18])[N:3]=[C:2]([NH:19][C:20]2[CH:27]=[CH:26][C:23]([C:24]#[N:25])=[CH:22][CH:21]=2)[N:7]=1. The catalyst class is: 155. (3) Reactant: [NH:1]1[CH2:6][CH2:5][CH:4]([C:7]([OH:9])=[O:8])[CH2:3][CH2:2]1.[OH-].[Na+].[O:12](C(OC(C)(C)C)=O)[C:13]([O:15][C:16]([CH3:19])([CH3:18])[CH3:17])=O. Product: [C:13]([N:1]1[CH2:6][CH2:5][CH:4]([C:7]([OH:9])=[O:8])[CH2:3][CH2:2]1)([O:15][C:16]([CH3:19])([CH3:18])[CH3:17])=[O:12]. The catalyst class is: 6. (4) Product: [CH3:1][O:2][C:3]([C:5]1[S:6][C:7]([C:27]#[C:28][C:29]([CH3:32])([CH3:31])[CH3:30])=[CH:8][C:9]=1[N:10]([C@H:20]1[CH2:25][CH2:24][C@H:23]([F:39])[CH2:22][CH2:21]1)[C:11]([C@H:13]1[CH2:18][CH2:17][C@H:16]([CH3:19])[CH2:15][CH2:14]1)=[O:12])=[O:4]. Reactant: [CH3:1][O:2][C:3]([C:5]1[S:6][C:7]([C:27]#[C:28][C:29]([CH3:32])([CH3:31])[CH3:30])=[CH:8][C:9]=1[N:10]([C@H:20]1[CH2:25][CH2:24][C@H:23](O)[CH2:22][CH2:21]1)[C:11]([C@H:13]1[CH2:18][CH2:17][C@H:16]([CH3:19])[CH2:15][CH2:14]1)=[O:12])=[O:4].C(N(S(F)(F)[F:39])CC)C. The catalyst class is: 4. (5) Reactant: [CH2:1]([O:3][C:4]([C:6]1[C:14]2[C:13]([C:15]3[CH:16]=[C:17]([CH:21]=[CH:22][CH:23]=3)[C:18]([OH:20])=O)=[N:12][CH:11]=[N:10][C:9]=2[NH:8][CH:7]=1)=[O:5])[CH3:2].[NH2:24][CH2:25][C:26]#[N:27].CN(C(ON1N=NC2C=CC=NC1=2)=[N+](C)C)C.F[P-](F)(F)(F)(F)F.CCN(C(C)C)C(C)C. Product: [C:25]([CH2:26][NH:27][C:18]([C:17]1[CH:16]=[C:15]([C:13]2[C:14]3[C:6]([C:4]([O:3][CH2:1][CH3:2])=[O:5])=[CH:7][NH:8][C:9]=3[N:10]=[CH:11][N:12]=2)[CH:23]=[CH:22][CH:21]=1)=[O:20])#[N:24]. The catalyst class is: 39.